From a dataset of Peptide-MHC class I binding affinity with 185,985 pairs from IEDB/IMGT. Regression. Given a peptide amino acid sequence and an MHC pseudo amino acid sequence, predict their binding affinity value. This is MHC class I binding data. (1) The peptide sequence is SHAKVLVTF. The MHC is HLA-B58:01 with pseudo-sequence HLA-B58:01. The binding affinity (normalized) is 0.132. (2) The peptide sequence is WAGIWGGKL. The MHC is HLA-A11:01 with pseudo-sequence HLA-A11:01. The binding affinity (normalized) is 0.0847.